Dataset: Forward reaction prediction with 1.9M reactions from USPTO patents (1976-2016). Task: Predict the product of the given reaction. (1) Given the reactants [Na].[CH2:2]([S:9][C:10]1[N:15]=[C:14]([NH2:16])[C:13]([NH2:17])=[C:12]([NH2:18])[N:11]=1)[C:3]1[CH:8]=[CH:7][CH:6]=[CH:5][CH:4]=1.O=[C:20]([C:25](OC)=[O:26])[C:21]([O:23][CH3:24])=[O:22].Cl, predict the reaction product. The product is: [NH2:16][C:14]1[C:13]2[N:17]=[C:20]([C:21]([O:23][CH3:24])=[O:22])[C:25](=[O:26])[NH:18][C:12]=2[N:11]=[C:10]([S:9][CH2:2][C:3]2[CH:8]=[CH:7][CH:6]=[CH:5][CH:4]=2)[N:15]=1. (2) Given the reactants [C:1]([O:5][C:6]([N:8]1[CH2:13][CH:12]=[C:11]([C:14]2[NH:31][C:17]3=[N:18][CH:19]=[CH:20][C:21]([C:22]4[CH:27]=[CH:26][C:25]([CH2:28][NH2:29])=[C:24]([F:30])[CH:23]=4)=[C:16]3[N:15]=2)[CH2:10][CH2:9]1)=[O:7])([CH3:4])([CH3:3])[CH3:2].[C:32]([C:36]1[O:40][C:39]([C:41](O)=[O:42])=[N:38][N:37]=1)([CH3:35])([CH3:34])[CH3:33].CCN(C(C)C)C(C)C.C(P1(=O)OP(=O)(CCC)OP(=O)(CCC)O1)CC, predict the reaction product. The product is: [C:1]([O:5][C:6]([N:8]1[CH2:9][CH:10]=[C:11]([C:14]2[NH:31][C:17]3=[N:18][CH:19]=[CH:20][C:21]([C:22]4[CH:27]=[CH:26][C:25]([CH2:28][NH:29][C:41]([C:39]5[O:40][C:36]([C:32]([CH3:35])([CH3:34])[CH3:33])=[N:37][N:38]=5)=[O:42])=[C:24]([F:30])[CH:23]=4)=[C:16]3[N:15]=2)[CH2:12][CH2:13]1)=[O:7])([CH3:4])([CH3:2])[CH3:3].